This data is from Orexin1 receptor HTS with 218,158 compounds and 233 confirmed actives. The task is: Binary Classification. Given a drug SMILES string, predict its activity (active/inactive) in a high-throughput screening assay against a specified biological target. (1) The compound is S(=O)(=O)(N(CC)CC)c1ccc(Oc2ccccc2)cc1. The result is 0 (inactive). (2) The drug is O=c1[nH]ncc2c1n(c1c2cccc1)Cc1c(cccc1)C. The result is 0 (inactive). (3) The drug is Clc1cc(N(CC(=O)NC2CCCC2)C(=O)c2nnsc2)c(cc1)C. The result is 0 (inactive). (4) The drug is O=C(N(OC)C)CC1(CCCCC1)CN(Cc1ccccc1)C(OC(C)(C)C)=O. The result is 0 (inactive). (5) The molecule is S(=O)(=O)(c1cc2CCN(c2cc1)C(=O)CC)CCC(=O)NCc1occc1. The result is 0 (inactive).